This data is from Full USPTO retrosynthesis dataset with 1.9M reactions from patents (1976-2016). The task is: Predict the reactants needed to synthesize the given product. (1) Given the product [CH:12]([CH:13]1[CH2:18][CH2:17][N:16]([CH2:19][C:20]2[CH:21]=[CH:22][C:23]([C:24]([O:26][C:27]([CH3:28])([CH3:30])[CH3:29])=[O:25])=[CH:31][CH:32]=2)[CH2:15][CH2:14]1)=[O:11], predict the reactants needed to synthesize it. The reactants are: C(Cl)(=O)C(Cl)=O.CS(C)=O.[OH:11][CH2:12][CH:13]1[CH2:18][CH2:17][N:16]([CH2:19][C:20]2[CH:32]=[CH:31][C:23]([C:24]([O:26][C:27]([CH3:30])([CH3:29])[CH3:28])=[O:25])=[CH:22][CH:21]=2)[CH2:15][CH2:14]1.C(N(CC)CC)C. (2) Given the product [I:1][C:2]1[C:10]2[C:5](=[N:6][CH:7]=[CH:8][CH:9]=2)[N:4]([S:23]([C:17]2[CH:22]=[CH:21][CH:20]=[CH:19][CH:18]=2)(=[O:25])=[O:24])[CH:3]=1, predict the reactants needed to synthesize it. The reactants are: [I:1][C:2]1[C:10]2[C:5](=[N:6][CH:7]=[CH:8][CH:9]=2)[NH:4][CH:3]=1.C([O-])([O-])=O.[K+].[K+].[C:17]1([S:23](Cl)(=[O:25])=[O:24])[CH:22]=[CH:21][CH:20]=[CH:19][CH:18]=1. (3) Given the product [OH:1][C:2]1[CH:9]=[CH:8][CH:7]=[CH:6][C:3]=1[CH:4]=[CH:10][C:11]([C:13]1[CH:18]=[CH:17][C:16]([O:19][CH3:20])=[C:15]([O:21][CH3:22])[C:14]=1[O:23][CH3:24])=[O:12], predict the reactants needed to synthesize it. The reactants are: [OH:1][C:2]1[CH:9]=[CH:8][CH:7]=[CH:6][C:3]=1[CH:4]=O.[CH3:10][C:11]([C:13]1[CH:18]=[CH:17][C:16]([O:19][CH3:20])=[C:15]([O:21][CH3:22])[C:14]=1[O:23][CH3:24])=[O:12]. (4) Given the product [ClH:1].[Cl:1][C:2]1[C:7]([Cl:8])=[CH:6][CH:5]=[CH:4][C:3]=1[S:9]([NH:12][C:21]1[C:26]([O:27][CH3:28])=[N:25][C:24]([O:31][CH2:32][C@H:33]2[CH2:37][CH2:36][CH2:35][NH:34]2)=[C:23]([Cl:30])[N:22]=1)(=[O:10])=[O:11], predict the reactants needed to synthesize it. The reactants are: [Cl:1][C:2]1[C:7]([Cl:8])=[CH:6][CH:5]=[CH:4][C:3]=1[S:9]([N:12]([C:21]1[C:26]([O:27][CH3:28])=[N:25][C:24](Cl)=[C:23]([Cl:30])[N:22]=1)COCC[Si](C)(C)C)(=[O:11])=[O:10].[OH:31][CH2:32][C@@H:33]1[CH2:37][CH2:36][CH2:35][N:34]1C(OC(C)(C)C)=O.[H-].[Na+].Cl.